From a dataset of Forward reaction prediction with 1.9M reactions from USPTO patents (1976-2016). Predict the product of the given reaction. (1) Given the reactants OO.FC(F)(F)C(OC(=O)C(F)(F)F)=[O:6].[CH3:16][N:17]([CH3:33])[CH2:18][CH2:19][NH:20][C:21]1[N:22]=[N+:23]([O-:32])[C:24]2[CH:30]=[CH:29][C:28]([CH3:31])=[CH:27][C:25]=2[N:26]=1.FC(F)(F)C(O)=O, predict the reaction product. The product is: [CH3:33][N:17]([CH3:16])[CH2:18][CH2:19][NH:20][C:21]1[N:22]=[N+:23]([O-:32])[C:24]2[CH:30]=[CH:29][C:28]([CH3:31])=[CH:27][C:25]=2[N+:26]=1[O-:6]. (2) Given the reactants [C:1](Cl)(=O)[C:2]([Cl:4])=[O:3].[Cl:7][C:8]1[CH:9]=C(C(O)=O)[CH:11]=[N:12][C:13]=1[O:14][CH:15]([CH3:17])[CH3:16].CN(C)C=O, predict the reaction product. The product is: [Cl:7][C:8]1[CH:9]=[C:1]([C:2]([Cl:4])=[O:3])[CH:11]=[N:12][C:13]=1[O:14][CH:15]([CH3:17])[CH3:16]. (3) The product is: [Cl:1][C:2]1[CH:7]=[CH:6][C:5]([C:8]2[CH:13]=[C:12]([C:14]([F:15])([F:17])[F:16])[N:11]3[N:18]=[CH:19][C:20]([C:21]#[C:22][C:25]4[S:26][C:27]([S:30]([NH2:33])(=[O:32])=[O:31])=[CH:28][N:29]=4)=[C:10]3[N:9]=2)=[CH:4][C:3]=1[CH3:23]. Given the reactants [Cl:1][C:2]1[CH:7]=[CH:6][C:5]([C:8]2[CH:13]=[C:12]([C:14]([F:17])([F:16])[F:15])[N:11]3[N:18]=[CH:19][C:20]([C:21]#[CH:22])=[C:10]3[N:9]=2)=[CH:4][C:3]=1[CH3:23].Cl[C:25]1[S:26][C:27]([S:30]([NH2:33])(=[O:32])=[O:31])=[CH:28][N:29]=1, predict the reaction product. (4) Given the reactants [F:1][C:2]([F:10])([F:9])[C:3]([CH3:8])([CH3:7])[C:4]([OH:6])=[O:5].[CH3:11][Si](C=[N+]=[N-])(C)C, predict the reaction product. The product is: [F:1][C:2]([F:10])([F:9])[C:3]([CH3:8])([CH3:7])[C:4]([O:6][CH3:11])=[O:5]. (5) Given the reactants [Cl:1][C:2]1[C:3]([CH3:11])=[C:4]([CH:8]=[CH:9][CH:10]=1)[C:5]([OH:7])=[O:6].[CH3:12]O, predict the reaction product. The product is: [CH3:12][O:6][C:5](=[O:7])[C:4]1[CH:8]=[CH:9][CH:10]=[C:2]([Cl:1])[C:3]=1[CH3:11]. (6) Given the reactants [Cr]([O-])(OCl)(=O)=O.[NH+]1C=CC=CC=1.[OH:13][CH2:14][C:15]1[CH:16]=[C:17]([C:21]2[NH:25][C:24](=[O:26])[O:23][N:22]=2)[CH:18]=[CH:19][CH:20]=1.ClCCl, predict the reaction product. The product is: [O:26]=[C:24]1[O:23][N:22]=[C:21]([C:17]2[CH:16]=[C:15]([CH:20]=[CH:19][CH:18]=2)[CH:14]=[O:13])[NH:25]1. (7) Given the reactants Cl[C:2]1[N:7]=[C:6]([C@@H:8]([NH:18][C:19](=[O:24])[C:20]([F:23])([F:22])[F:21])[CH2:9][C:10]2[CH:15]=[C:14]([F:16])[CH:13]=[C:12]([F:17])[CH:11]=2)[C:5]([C:25]2[CH:26]=[CH:27][C:28]([Cl:40])=[C:29]3[C:33]=2[N:32]([CH3:34])[N:31]=[C:30]3[NH:35][S:36]([CH3:39])(=[O:38])=[O:37])=[CH:4][CH:3]=1.[C:41]([C:43]1([OH:49])[CH2:46][CH:45]([C:47]#[N:48])[CH2:44]1)#[CH:42].C(NCC)C, predict the reaction product. The product is: [Cl:40][C:28]1[CH:27]=[CH:26][C:25]([C:5]2[C:6]([C@@H:8]([NH:18][C:19](=[O:24])[C:20]([F:23])([F:22])[F:21])[CH2:9][C:10]3[CH:11]=[C:12]([F:17])[CH:13]=[C:14]([F:16])[CH:15]=3)=[N:7][C:2]([C:42]#[C:41][C:43]3([OH:49])[CH2:46][CH:45]([C:47]#[N:48])[CH2:44]3)=[CH:3][CH:4]=2)=[C:33]2[C:29]=1[C:30]([NH:35][S:36]([CH3:39])(=[O:38])=[O:37])=[N:31][N:32]2[CH3:34].